Task: Predict the reactants needed to synthesize the given product.. Dataset: Full USPTO retrosynthesis dataset with 1.9M reactions from patents (1976-2016) (1) Given the product [Si:32]([O:22][CH2:21][C@@H:13]1[C@H:14]2[O:18][C:17]([CH3:19])([CH3:20])[O:16][C@H:15]2[C@H:11]([N:6]2[CH:5]=[N:4][C:3]3[C:7]2=[N:8][CH:9]=[N:10][C:2]=3[Cl:1])[O:12]1)([C:29]([CH3:31])([CH3:30])[CH3:28])([CH3:34])[CH3:33], predict the reactants needed to synthesize it. The reactants are: [Cl:1][C:2]1[N:10]=[CH:9][N:8]=[C:7]2[C:3]=1[N:4]=[CH:5][N:6]2[C@H:11]1[C@@H:15]2[O:16][C:17]([CH3:20])([CH3:19])[O:18][C@@H:14]2[C@@H:13]([CH2:21][OH:22])[O:12]1.N1C=CN=C1.[CH3:28][C:29]([Si:32](Cl)([CH3:34])[CH3:33])([CH3:31])[CH3:30]. (2) Given the product [CH3:1][N:2]1[C:6]2=[N+:7]([O-:22])[CH:8]=[C:9]([N+:11]([O-:13])=[O:12])[CH:10]=[C:5]2[N:4]=[C:3]1[C:14]([F:17])([F:15])[F:16], predict the reactants needed to synthesize it. The reactants are: [CH3:1][N:2]1[C:6]2=[N:7][CH:8]=[C:9]([N+:11]([O-:13])=[O:12])[CH:10]=[C:5]2[N:4]=[C:3]1[C:14]([F:17])([F:16])[F:15].OO.NC(N)=[O:22].C(OC(C(F)(F)F)=O)(C(F)(F)F)=O. (3) Given the product [CH3:1][S:2][C:3]1[N:4]=[N:5][C:6]([C:9]2[CH:10]=[CH:11][NH:12][N:13]=2)=[CH:7][CH:8]=1, predict the reactants needed to synthesize it. The reactants are: [CH3:1][S:2][C:3]1[N:4]=[N:5][C:6]([C:9]2[N:13](C3CCCCO3)[N:12]=[CH:11][CH:10]=2)=[CH:7][CH:8]=1.Cl.O1CCOCC1. (4) Given the product [F:10][C:8]1[CH:7]=[N:6][C:5]2[C:11](=[O:12])[N:13]([CH3:14])[CH2:15][CH2:16][O:17][C:4]=2[CH:9]=1, predict the reactants needed to synthesize it. The reactants are: [H-].[Na+].F[C:4]1[C:5]([C:11]([N:13]([CH2:15][CH2:16][OH:17])[CH3:14])=[O:12])=[N:6][CH:7]=[C:8]([F:10])[CH:9]=1.O. (5) Given the product [Cl:1][C:2]1[CH:7]=[CH:6][C:5]([NH:8][C:9]2[NH:13][C:12]3[CH:14]=[CH:15][C:16]([O:18][C:19]4[CH:24]=[CH:23][N:22]=[C:21]([S:33]([CH3:37])(=[O:35])=[O:32])[N:20]=4)=[CH:17][C:11]=3[N:10]=2)=[CH:4][C:3]=1[C:27]([F:30])([F:28])[F:29], predict the reactants needed to synthesize it. The reactants are: [Cl:1][C:2]1[CH:7]=[CH:6][C:5]([NH:8][C:9]2[NH:13][C:12]3[CH:14]=[CH:15][C:16]([O:18][C:19]4[CH:24]=[CH:23][N:22]=[C:21](SC)[N:20]=4)=[CH:17][C:11]=3[N:10]=2)=[CH:4][C:3]=1[C:27]([F:30])([F:29])[F:28].O[O:32][S:33]([O-:35])=O.[K+].[CH3:37]O. (6) Given the product [Br:33][C:30]1[CH:31]=[C:32]2[C:24]([CH2:22][C:19]3[CH:20]=[CH:21][C:16]([NH:7][CH2:8][C:9]4[CH:14]=[CH:13][C:12]([Cl:15])=[CH:11][CH:10]=4)=[N:17][CH:18]=3)=[CH:25][NH:26][C:27]2=[N:28][CH:29]=1, predict the reactants needed to synthesize it. The reactants are: C(OC(=O)[N:7]([C:16]1[CH:21]=[CH:20][C:19]([CH:22]([C:24]2[C:32]3[C:27](=[N:28][CH:29]=[C:30]([Br:33])[CH:31]=3)[NH:26][CH:25]=2)O)=[CH:18][N:17]=1)[CH2:8][C:9]1[CH:14]=[CH:13][C:12]([Cl:15])=[CH:11][CH:10]=1)(C)(C)C.FC(F)(F)C(O)=O.C([SiH](CC)CC)C.O. (7) Given the product [CH:1]1([N:4]2[C:12]3[C:7](=[CH:8][C:9]([F:22])=[C:10]([C:27]4[CH:28]=[N:29][C:30]([CH3:33])=[N:31][CH:32]=4)[CH:11]=3)[C:6]([CH3:24])([CH3:23])[C:5]2=[O:25])[CH2:3][CH2:2]1, predict the reactants needed to synthesize it. The reactants are: [CH:1]1([N:4]2[C:12]3[C:7](=[CH:8][C:9]([F:22])=[C:10](B4OC(C)(C)C(C)(C)O4)[CH:11]=3)[C:6]([CH3:24])([CH3:23])[C:5]2=[O:25])[CH2:3][CH2:2]1.Br[C:27]1[CH:28]=[N:29][C:30]([CH3:33])=[N:31][CH:32]=1.